The task is: Predict the reactants needed to synthesize the given product.. This data is from Full USPTO retrosynthesis dataset with 1.9M reactions from patents (1976-2016). (1) Given the product [CH2:33]([O:32][C:30](=[O:31])[N:13]([C@H:12]1[C@H:8]([C:5]2[CH:6]=[CH:7][C:2]([Cl:1])=[CH:3][CH:4]=2)[CH2:9][N:10]([C:15]([CH:17]2[CH2:22][CH2:21][N:20]([C:23]([C:25]3([CH3:28])[CH2:27][CH2:26]3)=[O:24])[CH2:19][CH2:18]2)=[O:16])[CH2:11]1)[CH3:14])[CH:34]([CH3:36])[CH3:35], predict the reactants needed to synthesize it. The reactants are: [Cl:1][C:2]1[CH:7]=[CH:6][C:5]([C@H:8]2[C@H:12]([NH:13][CH3:14])[CH2:11][N:10]([C:15]([CH:17]3[CH2:22][CH2:21][N:20]([C:23]([C:25]4([CH3:28])[CH2:27][CH2:26]4)=[O:24])[CH2:19][CH2:18]3)=[O:16])[CH2:9]2)=[CH:4][CH:3]=1.Cl[C:30]([O:32][CH2:33][CH:34]([CH3:36])[CH3:35])=[O:31]. (2) Given the product [CH:24]1([P:17]([CH:18]2[CH2:19][CH2:20][CH2:21][CH2:22][CH2:23]2)[C:7]2[CH:8]=[CH:9][CH:10]=[CH:11][C:6]=2[S:12]([OH:15])(=[O:14])=[O:13])[CH2:25][CH2:26][CH2:27][CH2:28][CH2:29]1, predict the reactants needed to synthesize it. The reactants are: C([Li])CCC.[C:6]1([S:12]([OH:15])(=[O:14])=[O:13])[CH:11]=[CH:10][CH:9]=[CH:8][CH:7]=1.Cl[P:17]([CH:24]1[CH2:29][CH2:28][CH2:27][CH2:26][CH2:25]1)[CH:18]1[CH2:23][CH2:22][CH2:21][CH2:20][CH2:19]1.FC(F)(F)C(O)=O. (3) Given the product [CH2:9]([NH:5][C:4]1[CH:6]=[CH:7][CH:8]=[C:2]([Br:1])[CH:3]=1)[C:10]1[CH:15]=[CH:14][CH:13]=[CH:12][CH:11]=1, predict the reactants needed to synthesize it. The reactants are: [Br:1][C:2]1[CH:3]=[C:4]([CH:6]=[CH:7][CH:8]=1)[NH2:5].[CH:9](=O)[C:10]1[CH:15]=[CH:14][CH:13]=[CH:12][CH:11]=1.C(O)(=O)C.[BH4-].[Na+]. (4) Given the product [F:1][C:2]1[CH:3]=[CH:4][C:5]([C:8]2[C:12]([CH2:13][O:14][C:15]3[CH:16]=[C:17]([C:21]([NH2:28])=[O:23])[N:18]([CH3:20])[N:19]=3)=[C:11]([CH2:24][OH:25])[O:10][N:9]=2)=[CH:6][CH:7]=1, predict the reactants needed to synthesize it. The reactants are: [F:1][C:2]1[CH:7]=[CH:6][C:5]([C:8]2[C:12]([CH2:13][O:14][C:15]3[CH:16]=[C:17]([C:21]([OH:23])=O)[N:18]([CH3:20])[N:19]=3)=[C:11]([CH2:24][OH:25])[O:10][N:9]=2)=[CH:4][CH:3]=1.C(N1C=CN=C1)([N:28]1C=CN=C1)=O.[OH-].[NH4+].[Cl-].[Na+]. (5) Given the product [Cl:1][C:2]1[CH:3]=[C:4]2[C:9](=[CH:10][CH:11]=1)[NH:8][C:7](=[O:12])[C:6]([C@@H:13]([NH:15][C:16]1[N:21]=[C:20]([C:34]3[N:30]([CH3:29])[N:31]=[N:32][CH:33]=3)[CH:19]=[CH:18][N:17]=1)[CH3:14])=[CH:5]2, predict the reactants needed to synthesize it. The reactants are: [Cl:1][C:2]1[CH:3]=[C:4]2[C:9](=[CH:10][CH:11]=1)[NH:8][C:7](=[O:12])[C:6]([C@@H:13]([NH:15][C:16]1[N:21]=[C:20](Cl)[CH:19]=[CH:18][N:17]=1)[CH3:14])=[CH:5]2.C([O-])([O-])=O.[K+].[K+].[CH3:29][N:30]1[C:34](B2OC(C)(C)C(C)(C)O2)=[CH:33][N:32]=[N:31]1.O. (6) Given the product [CH3:1][O:2][C:3](=[O:18])[C:4]1[CH:9]=[CH:8][C:7]([C:10]2[C:15]([Cl:16])=[CH:14][N:13]=[C:12]([NH:22][CH:19]([CH3:21])[CH3:20])[CH:11]=2)=[CH:6][CH:5]=1, predict the reactants needed to synthesize it. The reactants are: [CH3:1][O:2][C:3](=[O:18])[C:4]1[CH:9]=[CH:8][C:7]([C:10]2[C:15]([Cl:16])=[CH:14][N:13]=[C:12](F)[CH:11]=2)=[CH:6][CH:5]=1.[CH:19]([NH2:22])([CH3:21])[CH3:20]. (7) Given the product [F:24][C:25]([F:44])([F:43])[S:26]([O:23][C:20]1[CH2:21][CH2:22][C:17]2([CH2:13][O:14][CH2:15][CH2:16]2)[CH2:18][CH:19]=1)(=[O:28])=[O:27], predict the reactants needed to synthesize it. The reactants are: C(NC(C)C)(C)C.[Li]CCCC.[CH2:13]1[C:17]2([CH2:22][CH2:21][C:20](=[O:23])[CH2:19][CH2:18]2)[CH2:16][CH2:15][O:14]1.[F:24][C:25]([F:44])([F:43])[S:26](N(C1C=CC=CN=1)[S:26]([C:25]([F:44])([F:43])[F:24])(=[O:28])=[O:27])(=[O:28])=[O:27].C([O-])(O)=O.[Na+]. (8) Given the product [OH:32][CH2:31][CH2:30][O:29]/[N:28]=[C:23](/[C:20]1[N:19]=[C:18]2[N:14]([CH:12]([C:11]3[C:2]([F:1])=[C:3]4[C:8](=[CH:9][C:10]=3[F:26])[N:7]=[CH:6][CH:5]=[CH:4]4)[CH3:13])[N:15]=[N:16][C:17]2=[N:22][CH:21]=1)\[CH3:24], predict the reactants needed to synthesize it. The reactants are: [F:1][C:2]1[C:11]([CH:12]([N:14]2[C:18]3=[N:19][C:20]([C:23](=O)[CH3:24])=[CH:21][N:22]=[C:17]3[N:16]=[N:15]2)[CH3:13])=[C:10]([F:26])[CH:9]=[C:8]2[C:3]=1[CH:4]=[CH:5][CH:6]=[N:7]2.Cl.[NH2:28][O:29][CH2:30][CH2:31][OH:32]. (9) Given the product [F:19][C:16]1([F:20])[CH2:17][CH2:18][N:13]([S:10]([C:4]2[S:3][C:2]([NH:1][C:33](=[O:34])[C:32]3[CH:36]=[CH:37][CH:38]=[CH:39][C:31]=3[F:30])=[C:6]([C:7]([NH2:9])=[O:8])[CH:5]=2)(=[O:12])=[O:11])[CH2:14][CH2:15]1, predict the reactants needed to synthesize it. The reactants are: [NH2:1][C:2]1[S:3][C:4]([S:10]([N:13]2[CH2:18][CH2:17][C:16]([F:20])([F:19])[CH2:15][CH2:14]2)(=[O:12])=[O:11])=[CH:5][C:6]=1[C:7]([NH2:9])=[O:8].[I-].ClC1C=CC=C[N+]=1C.[F:30][C:31]1[CH:39]=[CH:38][CH:37]=[CH:36][C:32]=1[C:33](O)=[O:34]. (10) Given the product [Br:13][C:9]1[C:8]([I:14])=[C:7]([CH3:15])[C:3]2[C:4](=[O:6])[O:5][C:17](=[O:16])[NH:1][C:2]=2[C:10]=1[O:11][CH3:12], predict the reactants needed to synthesize it. The reactants are: [NH2:1][C:2]1[C:10]([O:11][CH3:12])=[C:9]([Br:13])[C:8]([I:14])=[C:7]([CH3:15])[C:3]=1[C:4]([OH:6])=[O:5].[O:16]1CCC[CH2:17]1.